Dataset: Forward reaction prediction with 1.9M reactions from USPTO patents (1976-2016). Task: Predict the product of the given reaction. (1) Given the reactants [CH3:1][C:2]1[CH:7]=[CH:6][C:5]([C:8]2[N:17]=[C:16]([C:18](O)=[O:19])[C:15]3[C:10](=[CH:11][CH:12]=[CH:13][CH:14]=3)[N:9]=2)=[CH:4][CH:3]=1.Cl.[OH:22][C:23]1[C:32]([O:33][CH3:34])=[CH:31][CH:30]=[C:29]2[C:24]=1[CH2:25][CH2:26][NH:27][CH2:28]2, predict the reaction product. The product is: [CH3:1][C:2]1[CH:7]=[CH:6][C:5]([C:8]2[N:17]=[C:16]([C:18]([N:27]3[CH2:26][CH2:25][C:24]4[C:29](=[CH:30][CH:31]=[C:32]([O:33][CH3:34])[C:23]=4[OH:22])[CH2:28]3)=[O:19])[C:15]3[C:10](=[CH:11][CH:12]=[CH:13][CH:14]=3)[N:9]=2)=[CH:4][CH:3]=1. (2) Given the reactants [CH3:1][N:2]([CH:4](OC)OC)[CH3:3].[CH3:9][CH:10]([CH3:19])[C:11](=[O:18])[CH2:12][C:13]([O:15][CH2:16][CH3:17])=[O:14], predict the reaction product. The product is: [CH3:1][N:2]([CH:4]=[C:12]([C:11](=[O:18])[CH:10]([CH3:9])[CH3:19])[C:13]([O:15][CH2:16][CH3:17])=[O:14])[CH3:3]. (3) Given the reactants [CH3:1][C:2]1[C:10]2[C:5](=[CH:6][C:7]([O:11][CH2:12][CH2:13][C:14]3[S:18][C:17]([C:19]4[CH:24]=[CH:23][C:22]([C:25]([F:28])([F:27])[F:26])=[CH:21][CH:20]=4)=[N:16][C:15]=3[CH3:29])=[CH:8][CH:9]=2)[NH:4][CH:3]=1.Br[CH2:31][C:32]([O:34][C:35]([CH3:38])([CH3:37])[CH3:36])=[O:33].[H-].[Na+], predict the reaction product. The product is: [C:35]([O:34][C:32](=[O:33])[CH2:31][N:4]1[C:5]2[C:10](=[CH:9][CH:8]=[C:7]([O:11][CH2:12][CH2:13][C:14]3[S:18][C:17]([C:19]4[CH:24]=[CH:23][C:22]([C:25]([F:26])([F:28])[F:27])=[CH:21][CH:20]=4)=[N:16][C:15]=3[CH3:29])[CH:6]=2)[C:2]([CH3:1])=[CH:3]1)([CH3:38])([CH3:37])[CH3:36]. (4) The product is: [F:1][C:2]1[CH:7]=[CH:6][C:5]([C@@H:8]([NH:10][C:11]2[CH:16]=[C:15]([CH2:17][O:18][CH3:26])[CH:14]=[C:13]([NH:19][C:20]3[CH:25]=[N:24][CH:23]=[CH:22][N:21]=3)[N:12]=2)[CH3:9])=[CH:4][CH:3]=1. Given the reactants [F:1][C:2]1[CH:7]=[CH:6][C:5]([C@@H:8]([NH:10][C:11]2[CH:16]=[C:15]([CH2:17][OH:18])[CH:14]=[C:13]([NH:19][C:20]3[CH:25]=[N:24][CH:23]=[CH:22][N:21]=3)[N:12]=2)[CH3:9])=[CH:4][CH:3]=1.[C:26](Br)(Br)(Br)Br.C1(P(C2C=CC=CC=2)C2C=CC=CC=2)C=CC=CC=1, predict the reaction product. (5) Given the reactants [C:1]1([CH3:14])[CH:6]=[CH:5][C:4]([C:7]2[CH:12]=[N:11][CH:10]=[CH:9][N+:8]=2[O-])=[CH:3][CH:2]=1.[C:15]([O:18]C(=O)C)(=[O:17])[CH3:16], predict the reaction product. The product is: [C:15]([O:18][C:9]1[CH:10]=[N:11][CH:12]=[C:7]([C:4]2[CH:5]=[CH:6][C:1]([CH3:14])=[CH:2][CH:3]=2)[N:8]=1)(=[O:17])[CH3:16]. (6) The product is: [OH:2][C:3]1[CH:4]=[C:5]2[C:10](=[CH:11][CH:12]=1)[C:9](=[O:13])[N:8]([C:14]1[CH:15]=[CH:16][C:17]([N:20]3[CH2:26][CH2:25][CH2:24][N:23]([CH3:27])[CH2:22][CH2:21]3)=[CH:18][CH:19]=1)[CH2:7][CH2:6]2. Given the reactants C[O:2][C:3]1[CH:4]=[C:5]2[C:10](=[CH:11][CH:12]=1)[C:9](=[O:13])[N:8]([C:14]1[CH:19]=[CH:18][C:17]([N:20]3[CH2:26][CH2:25][CH2:24][N:23]([CH3:27])[CH2:22][CH2:21]3)=[CH:16][CH:15]=1)[CH2:7][CH2:6]2.Br, predict the reaction product. (7) Given the reactants [NH2:1][C@@H:2]([C:6]([OH:8])=[O:7])[C@H:3]([CH3:5])[OH:4].C([O-])(O)=O.[Na+].[C:14](=O)([O-:35])[O:15][C:16]1C(C)=C(C2C=CC(C3CCCCC3)=CC=2)C=CN=1.[CH:37]1([O:43][C:44]2[CH:49]=[CH:48][C:47](C3C=CN(C([O-])=O)C(=O)C=3C)=[CH:46][CH:45]=2)[CH2:42][CH2:41][CH2:40][CH2:39][CH2:38]1, predict the reaction product. The product is: [CH:37]1([O:43][C:44]2[CH:49]=[CH:48][C:47]([N:1]([C:14]([O:15][CH3:16])=[O:35])[C@H:2]([C@@H:3]([OH:4])[CH3:5])[C:6]([OH:8])=[O:7])=[CH:46][CH:45]=2)[CH2:42][CH2:41][CH2:40][CH2:39][CH2:38]1.